This data is from Forward reaction prediction with 1.9M reactions from USPTO patents (1976-2016). The task is: Predict the product of the given reaction. (1) Given the reactants [SH2:1].[O-]CC.[Na+].[Si:6]([CH2:16][CH2:17][CH2:18][NH:19][C:20]([NH:22][CH2:23][CH2:24]Cl)=[O:21])([O:13][CH2:14][CH3:15])([O:10][CH2:11][CH3:12])[O:7][CH2:8][CH3:9], predict the reaction product. The product is: [Si:6]([CH2:16][CH2:17][CH2:18][NH:19][C:20]([NH:22][CH2:23][CH2:24][SH:1])=[O:21])([O:13][CH2:14][CH3:15])([O:10][CH2:11][CH3:12])[O:7][CH2:8][CH3:9]. (2) Given the reactants [NH2:1][C:2]1[O:6][CH:5]([C:7]2[CH:12]=[CH:11][C:10]([F:13])=[CH:9][C:8]=2[F:14])[C:4](=[O:15])[C:3]=1[OH:16].C(N(CC)CC)C.[C:24]1([CH2:30][S:31](Cl)(=[O:33])=[O:32])[CH:29]=[CH:28][CH:27]=[CH:26][CH:25]=1.[Cl-].[NH4+], predict the reaction product. The product is: [F:14][C:8]1[CH:9]=[C:10]([F:13])[CH:11]=[CH:12][C:7]=1[CH:5]1[C:4](=[O:15])[C:3]([O:16][S:31]([CH2:30][C:24]2[CH:29]=[CH:28][CH:27]=[CH:26][CH:25]=2)(=[O:33])=[O:32])=[C:2]([NH2:1])[O:6]1.